From a dataset of Catalyst prediction with 721,799 reactions and 888 catalyst types from USPTO. Predict which catalyst facilitates the given reaction. (1) The catalyst class is: 31. Product: [O:8]([C:5]1[CH:6]=[CH:7][C:2]([C:10]([OH:13])=[O:11])=[CH:3][CH:4]=1)[CH:23]([CH3:28])[CH3:24]. Reactant: Br[C:2]1[CH:7]=[CH:6][C:5]([OH:8])=[C:4](Cl)[CH:3]=1.[C:10]([O-:13])([O-])=[O:11].[K+].[K+].ClCCOS([C:23]1[CH:28]=CC(C)=C[CH:24]=1)(=O)=O. (2) Reactant: Cl[CH2:2][C:3]([NH:5][C:6]1[CH:11]=[CH:10][C:9]([N+:12]([O-:14])=[O:13])=[CH:8][C:7]=1[Cl:15])=[O:4].C(=O)([O-])[O-].[Na+].[Na+].Cl.[CH3:23][N:24]([CH3:28])[CH2:25][CH2:26][SH:27].O. Product: [Cl:15][C:7]1[CH:8]=[C:9]([N+:12]([O-:14])=[O:13])[CH:10]=[CH:11][C:6]=1[NH:5][C:3](=[O:4])[CH2:2][S:27][CH2:26][CH2:25][N:24]([CH3:28])[CH3:23]. The catalyst class is: 9. (3) Reactant: [CH3:1][O:2][C:3]([NH:5][C@@H:6]([CH:10]([CH3:12])[CH3:11])[C:7](O)=[O:8])=[O:4].CN(C(ON1N=NC2C=CC=NC1=2)=[N+](C)C)C.F[P-](F)(F)(F)(F)F.CCN(C(C)C)C(C)C.Cl.[I:47][C:48]1[NH:52][C:51]([C@@H:53]2[CH2:57][CH2:56][CH2:55][NH:54]2)=[N:50][CH:49]=1. Product: [I:47][C:48]1[NH:52][C:51]([C@@H:53]2[CH2:57][CH2:56][CH2:55][N:54]2[C:7]([C@@H:6]([NH:5][C:3](=[O:4])[O:2][CH3:1])[CH:10]([CH3:12])[CH3:11])=[O:8])=[N:50][CH:49]=1. The catalyst class is: 303.